Dataset: Forward reaction prediction with 1.9M reactions from USPTO patents (1976-2016). Task: Predict the product of the given reaction. Given the reactants [N:1]1([C:7]([O:9][C:10]([CH3:13])([CH3:12])[CH3:11])=[O:8])[CH2:6][CH2:5][NH:4][CH2:3][CH2:2]1.C(N(C(C)C)CC)(C)C.Cl[C:24]1[N:29]=[CH:28][C:27]([C:30]([O:32][CH2:33][CH3:34])=[O:31])=[CH:26][N:25]=1, predict the reaction product. The product is: [C:10]([O:9][C:7]([N:1]1[CH2:6][CH2:5][N:4]([C:24]2[N:25]=[CH:26][C:27]([C:30]([O:32][CH2:33][CH3:34])=[O:31])=[CH:28][N:29]=2)[CH2:3][CH2:2]1)=[O:8])([CH3:13])([CH3:12])[CH3:11].